This data is from HIV replication inhibition screening data with 41,000+ compounds from the AIDS Antiviral Screen. The task is: Binary Classification. Given a drug SMILES string, predict its activity (active/inactive) in a high-throughput screening assay against a specified biological target. (1) The compound is CCCCCCCCCCCCC1NC(=N)NC2(CCCO2)C1C(=O)OC. The result is 0 (inactive). (2) The molecule is O=C(C[n+]1ccccc1)NN=C(CCC(=O)N(Cc1ccccc1)Cc1ccccc1)CC(=O)c1ccccc1.[Cl-]. The result is 0 (inactive). (3) The compound is N#CC(=Cc1c(Cl)cccc1Cl)c1nc2ccccc2[nH]1. The result is 0 (inactive). (4) The molecule is Cc1cccc(Nc2nc3ccccc3nc2NS(=O)(=O)c2ccccc2)c1. The result is 0 (inactive). (5) The molecule is CCOC(=O)c1nc2ccc(C(F)(F)F)cc2nc1Oc1ccc(C#N)cc1. The result is 0 (inactive). (6) The molecule is CC(C)(C)OC(=O)NNC(=N)Cc1ccccc1. The result is 0 (inactive).